This data is from Forward reaction prediction with 1.9M reactions from USPTO patents (1976-2016). The task is: Predict the product of the given reaction. (1) Given the reactants [CH:1](=[O:8])[C:2]1[CH:7]=[CH:6][CH:5]=[CH:4][CH:3]=1.[C:9]([C:12]1[CH:17]=[CH:16][CH:15]=[CH:14][CH:13]=1)(=O)[CH3:10], predict the reaction product. The product is: [CH:15]1[CH:16]=[CH:17][C:12](/[CH:9]=[CH:10]/[C:1]([C:2]2[CH:7]=[CH:6][CH:5]=[CH:4][CH:3]=2)=[O:8])=[CH:13][CH:14]=1. (2) Given the reactants [CH:1]([C:4]1[CH:10]=[CH:9][C:7]([NH2:8])=[CH:6][CH:5]=1)([CH3:3])[CH3:2].CO[CH:13]1[CH2:17][CH2:16][CH:15](OC)O1, predict the reaction product. The product is: [CH:1]([C:4]1[CH:10]=[CH:9][C:7]([N:8]2[CH:13]=[CH:17][CH:16]=[CH:15]2)=[CH:6][CH:5]=1)([CH3:3])[CH3:2]. (3) Given the reactants N[C:2]1[CH:3]=[CH:4][C:5]([C:25]([F:28])([F:27])[F:26])=[C:6]([CH2:8][N:9]2[CH:13]=[CH:12][C:11]([NH:14][C:15](=[O:24])[C:16]3[C:21]([F:22])=[CH:20][CH:19]=[CH:18][C:17]=3[F:23])=[N:10]2)[CH:7]=1.S(=O)(=O)(O)O.N([O-])=O.[Na+].[I-:38].[K+], predict the reaction product. The product is: [F:23][C:17]1[CH:18]=[CH:19][CH:20]=[C:21]([F:22])[C:16]=1[C:15]([NH:14][C:11]1[CH:12]=[CH:13][N:9]([CH2:8][C:6]2[CH:7]=[C:2]([I:38])[CH:3]=[CH:4][C:5]=2[C:25]([F:28])([F:27])[F:26])[N:10]=1)=[O:24]. (4) The product is: [Cl:1][C:2]1[CH:3]=[C:4]([OH:8])[C:5]([N+:9]([O-:11])=[O:10])=[N:6][CH:7]=1. Given the reactants [Cl:1][C:2]1[CH:3]=[C:4]([OH:8])[CH:5]=[N:6][CH:7]=1.[N+:9]([O-])([OH:11])=[O:10], predict the reaction product. (5) Given the reactants FC(F)(F)C(O)=O.[CH3:8][C@H:9]([O:13][C:14]1[NH:15][C:16]([NH2:25])=[C:17]2[C:21]([N:22]=1)=[N:20][C:19]([O:23][CH3:24])=[N:18]2)[CH2:10][CH2:11][CH3:12].Br[CH2:27][CH2:28][CH2:29][CH:30]1[CH2:35][CH2:34][CH2:33][CH2:32][O:31]1, predict the reaction product. The product is: [CH3:8][C@H:9]([O:13][C:14]1[N:22]=[C:21]2[C:17]([N:18]=[C:19]([O:23][CH3:24])[N:20]2[CH2:27][CH2:28][CH2:29][CH:30]2[CH2:35][CH2:34][CH2:33][CH2:32][O:31]2)=[C:16]([NH2:25])[N:15]=1)[CH2:10][CH2:11][CH3:12]. (6) Given the reactants [NH:1]1[C:9]2[C:4](=[CH:5][CH:6]=[CH:7][CH:8]=2)[CH2:3][C:2]1=[O:10].[CH3:11][C:12]1[CH:16]=[CH:15][NH:14][C:13]=1[CH:17]=O, predict the reaction product. The product is: [CH3:11][C:12]1[CH:16]=[CH:15][NH:14][C:13]=1[CH:17]=[C:3]1[C:4]2[C:9](=[CH:8][CH:7]=[CH:6][CH:5]=2)[NH:1][C:2]1=[O:10].